The task is: Predict the reactants needed to synthesize the given product.. This data is from Full USPTO retrosynthesis dataset with 1.9M reactions from patents (1976-2016). (1) Given the product [CH2:23]([N:22]([CH2:25][CH3:26])[C:21](=[O:27])[C:18]1[CH:19]=[CH:20][C:15]([C:14]([C:33]2[CH:34]=[CH:35][CH:36]=[CH:37][C:32]=2[N+:29]([O-:31])=[O:30])=[C:11]2[CH2:10][CH2:9][NH:8][CH2:13][CH2:12]2)=[CH:16][CH:17]=1)[CH3:24], predict the reactants needed to synthesize it. The reactants are: C(OC([N:8]1[CH2:13][CH2:12][C:11](=[C:14](Br)[C:15]2[CH:20]=[CH:19][C:18]([C:21](=[O:27])[N:22]([CH2:25][CH3:26])[CH2:23][CH3:24])=[CH:17][CH:16]=2)[CH2:10][CH2:9]1)=O)(C)(C)C.[N+:29]([C:32]1[CH:37]=[CH:36][CH:35]=[CH:34][C:33]=1B(O)O)([O-:31])=[O:30].C([O-])([O-])=O.[Na+].[Na+]. (2) Given the product [CH2:28]([NH:1][C:2]1[CH:3]=[CH:4][C:5]([C:6]([NH:8][C:9]2[CH:10]=[N:11][C:12]3[C:17]([CH:18]=2)=[CH:16][CH:15]=[CH:14][CH:13]=3)=[O:7])=[CH:19][CH:20]=1)[CH2:27][C:21]1[CH:26]=[CH:25][CH:24]=[CH:23][CH:22]=1, predict the reactants needed to synthesize it. The reactants are: [NH2:1][C:2]1[CH:20]=[CH:19][C:5]([C:6]([NH:8][C:9]2[CH:10]=[N:11][C:12]3[C:17]([CH:18]=2)=[CH:16][CH:15]=[CH:14][CH:13]=3)=[O:7])=[CH:4][CH:3]=1.[C:21]1([CH2:27][CH:28]=O)[CH:26]=[CH:25][CH:24]=[CH:23][CH:22]=1.C(O[BH-](OC(=O)C)OC(=O)C)(=O)C.C[N+](C)(C)C.C(O)(=O)C. (3) Given the product [C:24]([O:28][C:29](=[O:30])[NH:31][CH:32]([C:33](=[O:34])[N:11]([C:5]1[CH:6]=[CH:7][C:8]([O:9][CH3:10])=[C:3]([O:2][CH3:1])[CH:4]=1)[CH2:12][CH2:13][C:14]1[CH:19]=[CH:18][C:17]([C:20]([F:22])([F:21])[F:23])=[CH:16][CH:15]=1)[C:36]1[CH:41]=[CH:40][CH:39]=[CH:38][CH:37]=1)([CH3:27])([CH3:25])[CH3:26], predict the reactants needed to synthesize it. The reactants are: [CH3:1][O:2][C:3]1[CH:4]=[C:5]([NH:11][CH2:12][CH2:13][C:14]2[CH:19]=[CH:18][C:17]([C:20]([F:23])([F:22])[F:21])=[CH:16][CH:15]=2)[CH:6]=[CH:7][C:8]=1[O:9][CH3:10].[C:24]([O:28][C:29]([NH:31][CH:32]([C:36]1[CH:41]=[CH:40][CH:39]=[CH:38][C:37]=1OC)[C:33](O)=[O:34])=[O:30])([CH3:27])([CH3:26])[CH3:25].Cl. (4) Given the product [Cl:18][C:46]1[N:34]2[CH:35]=[C:36]([C:40]3[CH:45]=[CH:44][CH:43]=[CH:42][CH:41]=3)[CH:37]=[C:38]([Cl:39])[C:33]2=[N:32][C:31]=1[C:29]([OH:28])=[O:30], predict the reactants needed to synthesize it. The reactants are: S1C=CC=C1CNC(C1N=C2C([Cl:18])=CC(C3C=CC=CC=3)=CN2C=1Br)=O.C[O:28][C:29]([C:31]1[N:32]=[C:33]2[C:38]([Cl:39])=[CH:37][C:36]([C:40]3[CH:45]=[CH:44][CH:43]=[CH:42][CH:41]=3)=[CH:35][N:34]2[CH:46]=1)=[O:30].ClN1C(=O)CCC1=O. (5) Given the product [C:12]([O:11][C:9]([NH:18][C:19]1[CH:20]=[C:21]2[C:26](=[CH:27][CH:28]=1)[CH:25]=[C:24]([C:29]([OH:31])=[O:30])[CH:23]=[CH:22]2)=[O:10])([CH3:13])([CH3:14])[CH3:15], predict the reactants needed to synthesize it. The reactants are: [CH3:13][C:12]([O:11][C:9](O[C:9]([O:11][C:12]([CH3:15])([CH3:14])[CH3:13])=[O:10])=[O:10])([CH3:15])[CH3:14].[OH-].[Na+].[NH2:18][C:19]1[CH:20]=[C:21]2[C:26](=[CH:27][CH:28]=1)[CH:25]=[C:24]([C:29]([OH:31])=[O:30])[CH:23]=[CH:22]2. (6) Given the product [OH:42][C:39]1[CH:40]=[CH:41][C:36]2[CH2:35][CH:29]([CH2:30][C:31]([O:33][CH3:34])=[O:32])[C:47](=[O:49])[N:45]([CH3:46])[CH2:44][C:37]=2[CH:38]=1, predict the reactants needed to synthesize it. The reactants are: OC(C(F)(F)F)=O.C(OC1C=CC(OC)=CC=1CNC)(=O)CCC.C([CH:29]([CH2:35][C:36]1[CH:41]=[CH:40][C:39]([O:42]C)=[CH:38][C:37]=1[CH2:44][N:45]([C:47]([O:49]C(C)(C)C)=O)[CH3:46])[CH2:30][C:31]([O:33][CH3:34])=[O:32])(OC)=O. (7) Given the product [Cl:1][C:2]1[CH:7]=[CH:6][CH:5]=[CH:4][C:3]=1[CH:8]([N:11]1[CH2:16][CH2:15][C:14]2[S:17][CH:18]=[CH:19][C:13]=2[CH2:12]1)[C:9]([OH:22])=[O:21], predict the reactants needed to synthesize it. The reactants are: [Cl:1][C:2]1[CH:7]=[CH:6][CH:5]=[CH:4][C:3]=1[CH:8]([N:11]1[CH2:16][CH2:15][C:14]2[S:17][CH:18]=[CH:19][C:13]=2[CH2:12]1)[C:9]#N.Cl.[OH2:21].[OH-:22].[K+].